Dataset: Catalyst prediction with 721,799 reactions and 888 catalyst types from USPTO. Task: Predict which catalyst facilitates the given reaction. Reactant: [C:1]1([C:7]2[N:11]([S:12]([C:15]3[S:16][CH:17]=[CH:18][CH:19]=3)(=[O:14])=[O:13])[CH:10]=[C:9]([CH:20]=O)[CH:8]=2)[CH:6]=[CH:5][CH:4]=[CH:3][CH:2]=1.CO.[CH3:24][NH2:25].[BH4-].[Na+].[ClH:28].C(=O)([O-])O.[Na+]. Product: [ClH:28].[CH3:24][NH:25][CH2:20][C:9]1[CH:8]=[C:7]([C:1]2[CH:6]=[CH:5][CH:4]=[CH:3][CH:2]=2)[N:11]([S:12]([C:15]2[S:16][CH:17]=[CH:18][CH:19]=2)(=[O:14])=[O:13])[CH:10]=1. The catalyst class is: 5.